This data is from Reaction yield outcomes from USPTO patents with 853,638 reactions. The task is: Predict the reaction yield, written as a fraction of the theoretical maximum amount of product (1.0 means a 100% yield; for example, 0.34 means a 34% yield). (1) The product is [CH3:13][C:12]1[C:11]2[CH:10]=[CH:9][C:4]([C:5]([O:7][CH3:8])=[O:6])=[CH:3][C:2]=2[O:15][N:14]=1. The yield is 0.550. The catalyst is C1COCC1. The reactants are O[C:2]1[CH:3]=[C:4]([CH:9]=[CH:10][C:11]=1[C:12](=[N:14][OH:15])[CH3:13])[C:5]([O:7][CH3:8])=[O:6].C1(P(C2C=CC=CC=2)C2C=CC=CC=2)C=CC=CC=1. (2) The product is [Cl:12][C:13]1[N:18]=[C:17]([N:19]([C:35]([O:37][C:38]([CH3:41])([CH3:40])[CH3:39])=[O:36])[N:20]([C:21]([O:23][C:24]([CH3:25])([CH3:26])[CH3:27])=[O:22])[C:28]([O:30][C:31]([CH3:32])([CH3:33])[CH3:34])=[O:29])[C:16]([F:42])=[C:15]([N:7]2[CH2:8][CH:9]3[C:5]([N:4]([CH3:11])[CH3:3])([CH2:10]3)[CH2:6]2)[N:14]=1. The yield is 0.840. The catalyst is CN(C=O)C.CCOCC. The reactants are Cl.Cl.[CH3:3][N:4]([CH3:11])[C:5]12[CH2:10][CH:9]1[CH2:8][NH:7][CH2:6]2.[Cl:12][C:13]1[N:18]=[C:17]([N:19]([C:35]([O:37][C:38]([CH3:41])([CH3:40])[CH3:39])=[O:36])[N:20]([C:28]([O:30][C:31]([CH3:34])([CH3:33])[CH3:32])=[O:29])[C:21]([O:23][C:24]([CH3:27])([CH3:26])[CH3:25])=[O:22])[C:16]([F:42])=[C:15](Cl)[N:14]=1.C(N(CC)C(C)C)(C)C. (3) The reactants are Cl[CH2:2][C:3]1[N:7]=[C:6]([C:8]2[CH:13]=[CH:12][CH:11]=[C:10]([Cl:14])[CH:9]=2)[O:5][N:4]=1.[NH:15]1[CH2:20][CH2:19][NH:18][CH2:17][CH2:16]1.C(=O)([O-])[O-].[K+].[K+]. The catalyst is CN(C=O)C.C(OCC)(=O)C. The product is [Cl:14][C:10]1[CH:9]=[C:8]([C:6]2[O:5][N:4]=[C:3]([CH2:2][N:15]3[CH2:20][CH2:19][NH:18][CH2:17][CH2:16]3)[N:7]=2)[CH:13]=[CH:12][CH:11]=1. The yield is 0.480. (4) The reactants are [C:1]([O:5][C:6]([NH:8][C:9]1[CH:10]=[C:11]([C:15]([NH:17][C:18]2[N:19]=[C:20]([C:24]([NH:26][C:27]3[CH:28]=[C:29]([C:33]([NH:35][C:36]4[CH:37]=C(C(O)=O)[N:39]([CH3:41])[CH:40]=4)=[O:34])[N:30]([CH3:32])[CH:31]=3)=[O:25])[N:21]([CH3:23])[CH:22]=2)=[O:16])[N:12]([CH3:14])[CH:13]=1)=[O:7])([CH3:4])([CH3:3])[CH3:2].C(Cl)CCl.Cl.[C:50](=[O:58])([S:52][CH2:53][CH2:54]CNC)[CH3:51].[CH3:59][C:60]([N:62]([CH3:64])[CH3:63])=[O:61]. No catalyst specified. The product is [C:50](=[O:58])([S:52][CH2:53][CH2:54][CH2:63][N:62]([CH3:64])[C:60]([C:59]1[N:39]([CH3:41])[CH:40]=[C:36]([NH:35][C:33]([C:29]2[N:30]([CH3:32])[CH:31]=[C:27]([NH:26][C:24]([C:20]3[N:21]([CH3:23])[CH:22]=[C:18]([NH:17][C:15]([C:11]4[N:12]([CH3:14])[CH:13]=[C:9]([NH:8][C:6]([O:5][C:1]([CH3:4])([CH3:3])[CH3:2])=[O:7])[CH:10]=4)=[O:16])[N:19]=3)=[O:25])[CH:28]=2)=[O:34])[CH:37]=1)=[O:61])[CH3:51]. The yield is 0.640. (5) The reactants are N1C=CN=C1.[O:6]=[S:7](Cl)Cl.[OH:10][CH2:11][C@@H:12]([NH:27][C:28](=[O:34])[O:29][C:30]([CH3:33])([CH3:32])[CH3:31])[C@H:13]([C:17]1[CH:22]=[CH:21][C:20]([C:23]([F:26])([F:25])[F:24])=[CH:19][CH:18]=1)[CH2:14][S:15][CH3:16]. The catalyst is C(Cl)Cl. The product is [CH3:16][S:15][CH2:14][C@H:13]([C@H:12]1[CH2:11][O:10][S:7](=[O:6])[N:27]1[C:28]([O:29][C:30]([CH3:33])([CH3:32])[CH3:31])=[O:34])[C:17]1[CH:22]=[CH:21][C:20]([C:23]([F:25])([F:26])[F:24])=[CH:19][CH:18]=1. The yield is 0.950. (6) The reactants are [CH3:1][C:2]1[N:3]=[C:4]([CH2:20][CH2:21][CH3:22])[N:5]([CH2:9][CH2:10][O:11][C:12]2[CH:19]=[CH:18][C:15]([CH:16]=O)=[CH:14][CH:13]=2)[C:6](=[O:8])[CH:7]=1.[S:23]1[CH2:27][C:26](=[O:28])[NH:25][C:24]1=[O:29].C(O)(=O)C1C=CC=CC=1.N1CCCCC1. The catalyst is C1(C)C=CC=CC=1.O. The product is [CH3:1][C:2]1[N:3]=[C:4]([CH2:20][CH2:21][CH3:22])[N:5]([CH2:9][CH2:10][O:11][C:12]2[CH:19]=[CH:18][C:15]([CH:16]=[C:27]3[S:23][C:24](=[O:29])[NH:25][C:26]3=[O:28])=[CH:14][CH:13]=2)[C:6](=[O:8])[CH:7]=1. The yield is 0.990. (7) The reactants are [CH:1]1([OH:6])[CH2:5][CH2:4][CH2:3][CH2:2]1.F[C:8]1[CH:9]=[C:10]([CH3:17])[CH:11]=[CH:12][C:13]=1[N+:14]([O-:16])=[O:15].[CH:18]1([O:23][C:24]2[CH:30]=[C:29]([CH3:31])[CH:28]=[CH:27][C:25]=2[NH2:26])[CH2:22][CH2:21][CH2:20][CH2:19]1.[NH2:32][C:33]1[S:34][CH:35]=[CH:36][N:37]=1. No catalyst specified. The product is [CH:1]1([O:6][C:8]2[CH:9]=[C:10]([CH3:17])[CH:11]=[CH:12][C:13]=2[N+:14]([O-:16])=[O:15])[CH2:5][CH2:4][CH2:3][CH2:2]1.[CH:18]1([O:23][C:24]2[CH:30]=[C:29]([CH3:31])[CH:28]=[CH:27][C:25]=2[NH:26][C:1]([NH:32][C:33]2[S:34][CH:35]=[CH:36][N:37]=2)=[O:6])[CH2:22][CH2:21][CH2:20][CH2:19]1. The yield is 0.620. (8) The reactants are [C:1]([C:3]1[CH:11]=[CH:10][CH:9]=[C:8]2[C:4]=1[CH:5]=[CH:6][N:7]2[CH2:12][CH2:13][CH2:14][C:15]([OH:17])=O)#[N:2].[F:18][C:19]1[CH:20]=[CH:21][C:22]([O:28][CH3:29])=[C:23]([CH:27]=1)[CH2:24][NH:25][CH3:26]. No catalyst specified. The product is [C:1]([C:3]1[CH:11]=[CH:10][CH:9]=[C:8]2[C:4]=1[CH:5]=[CH:6][N:7]2[CH2:12][CH2:13][CH2:14][C:15]([N:25]([CH2:24][C:23]1[CH:27]=[C:19]([F:18])[CH:20]=[CH:21][C:22]=1[O:28][CH3:29])[CH3:26])=[O:17])#[N:2]. The yield is 0.540. (9) The reactants are [C:1]([O:9][CH:10]1[C:18]2[C:13](=[CH:14][CH:15]=[C:16]([Cl:19])[CH:17]=2)[N:12]([CH2:20][CH2:21][CH3:22])[C:11]1=[O:23])(=[O:8])[C:2]1[CH:7]=[CH:6][CH:5]=[CH:4][CH:3]=1.C[Si]([N-][Si](C)(C)C)(C)C.[K+].C(O[CH2:43][C:44]1[C:52]2[C:47](=[CH:48][CH:49]=[CH:50][CH:51]=2)[N:46](C(=O)C2C=CC=CC=2)[CH:45]=1)(=O)C1C=CC=CC=1.Cl. The catalyst is C(OCC)(=O)C. The product is [C:1]([O:9][C:10]1([CH2:43][C:44]2[C:52]3[C:47](=[CH:48][CH:49]=[CH:50][CH:51]=3)[NH:46][CH:45]=2)[C:18]2[C:13](=[CH:14][CH:15]=[C:16]([Cl:19])[CH:17]=2)[N:12]([CH2:20][CH2:21][CH3:22])[C:11]1=[O:23])(=[O:8])[C:2]1[CH:7]=[CH:6][CH:5]=[CH:4][CH:3]=1. The yield is 0.430.